From a dataset of Buchwald-Hartwig C-N cross coupling reaction yields with 55,370 reactions. Predict the reaction yield, written as a fraction of the theoretical maximum amount of product (1.0 means a 100% yield; for example, 0.34 means a 34% yield). (1) The reactants are CCc1ccc(Br)cc1.Cc1ccc(N)cc1.O=S(=O)(O[Pd]1c2ccccc2-c2ccccc2N~1)C(F)(F)F.COc1ccc(OC)c(P(C(C)(C)C)C(C)(C)C)c1-c1c(C(C)C)cc(C(C)C)cc1C(C)C.CCN=P(N=P(N(C)C)(N(C)C)N(C)C)(N(C)C)N(C)C.CCOC(=O)c1cnoc1. No catalyst specified. The product is CCc1ccc(Nc2ccc(C)cc2)cc1. The yield is 0.136. (2) The reactants are CCc1ccc(Br)cc1.Cc1ccc(N)cc1.O=S(=O)(O[Pd]1c2ccccc2-c2ccccc2N~1)C(F)(F)F.CC(C)c1cc(C(C)C)c(-c2ccccc2P(C2CCCCC2)C2CCCCC2)c(C(C)C)c1.CN1CCCN2CCCN=C12.c1ccc(CN(Cc2ccccc2)c2ccno2)cc1. No catalyst specified. The product is CCc1ccc(Nc2ccc(C)cc2)cc1. The yield is 0.0330. (3) The reactants are FC(F)(F)c1ccc(Br)cc1.Cc1ccc(N)cc1.O=S(=O)(O[Pd]1c2ccccc2-c2ccccc2N~1)C(F)(F)F.CC(C)c1cc(C(C)C)c(-c2ccccc2P(C(C)(C)C)C(C)(C)C)c(C(C)C)c1.CCN=P(N=P(N(C)C)(N(C)C)N(C)C)(N(C)C)N(C)C.CCOC(=O)c1cc(C)no1. No catalyst specified. The product is Cc1ccc(Nc2ccc(C(F)(F)F)cc2)cc1. The yield is 0.506. (4) The yield is 0.218. The product is COc1ccc(Nc2ccc(C)cc2)cc1. No catalyst specified. The reactants are COc1ccc(I)cc1.Cc1ccc(N)cc1.O=S(=O)(O[Pd]1c2ccccc2-c2ccccc2N~1)C(F)(F)F.CC(C)c1cc(C(C)C)c(-c2ccccc2P(C2CCCCC2)C2CCCCC2)c(C(C)C)c1.CN(C)C(=NC(C)(C)C)N(C)C.CCOC(=O)c1ccon1.